Dataset: Blood-brain barrier permeability classification from the B3DB database. Task: Regression/Classification. Given a drug SMILES string, predict its absorption, distribution, metabolism, or excretion properties. Task type varies by dataset: regression for continuous measurements (e.g., permeability, clearance, half-life) or binary classification for categorical outcomes (e.g., BBB penetration, CYP inhibition). Dataset: b3db_classification. (1) The drug is CC[C@@H](C(=O)NC(N)=O)c1ccccc1. The result is 1 (penetrates BBB). (2) The molecule is CCCSc1nc(NC2CC2c2ccc(F)c(F)c2)c2nnn(C3CC(OCCO)C(O)C3O)c2n1. The result is 0 (does not penetrate BBB). (3) The compound is CSc1ccc2c(c1)N(CCC1CCCCN1C)c1ccccc1S2. The result is 1 (penetrates BBB). (4) The result is 1 (penetrates BBB). The molecule is CC(C)NC[C@@H](O)COc1cccc2[nH]ccc12.